This data is from Full USPTO retrosynthesis dataset with 1.9M reactions from patents (1976-2016). The task is: Predict the reactants needed to synthesize the given product. (1) Given the product [NH2:1][C:2]1[C:11]2[N:12]=[CH:13][N:14]([CH:15]([CH2:18][CH3:19])[CH2:16][O:17][CH2:23][C:24]([O:26][CH3:27])=[O:25])[C:10]=2[C:9]2[CH:8]=[CH:7][CH:6]=[CH:5][C:4]=2[N:3]=1, predict the reactants needed to synthesize it. The reactants are: [NH2:1][C:2]1[C:11]2[N:12]=[CH:13][N:14]([CH:15]([CH2:18][CH3:19])[CH2:16][OH:17])[C:10]=2[C:9]2[CH:8]=[CH:7][CH:6]=[CH:5][C:4]=2[N:3]=1.[H-].[Na+].Br[CH2:23][C:24]([O:26][CH3:27])=[O:25]. (2) Given the product [F:33][C:31]1[CH:30]=[C:29]([F:34])[CH:28]=[C:27]2[C:32]=1[C:23]([NH:1][C:2]1[C:3]([C:14]3[CH:21]=[CH:20][C:17]([C:18]#[N:19])=[CH:16][CH:15]=3)=[N:4][CH:5]=[C:6]([N:8]3[CH2:9][CH2:10][O:11][CH2:12][CH2:13]3)[CH:7]=1)=[C:24]([CH3:41])[C:25]([C:35]1[CH:40]=[CH:39][CH:38]=[CH:37][N:36]=1)=[N:26]2, predict the reactants needed to synthesize it. The reactants are: [NH2:1][C:2]1[C:3]([C:14]2[CH:21]=[CH:20][C:17]([C:18]#[N:19])=[CH:16][CH:15]=2)=[N:4][CH:5]=[C:6]([N:8]2[CH2:13][CH2:12][O:11][CH2:10][CH2:9]2)[CH:7]=1.Cl[C:23]1[C:32]2[C:27](=[CH:28][C:29]([F:34])=[CH:30][C:31]=2[F:33])[N:26]=[C:25]([C:35]2[CH:40]=[CH:39][CH:38]=[CH:37][N:36]=2)[C:24]=1[CH3:41].C1(P(C2CCCCC2)C2C=CC=CC=2C2C(C(C)C)=CC(C(C)C)=CC=2C(C)C)CCCCC1.CC(C)([O-])C.[Na+]. (3) Given the product [NH2:31][C@H:24]1[C@@H:23]([NH:22][C:20]([C:15]2[S:16][C:17]([CH2:18][CH3:19])=[C:13]([C:12]3[CH:11]=[N:10][N:8]4[CH:9]=[C:4]([O:3][CH:2]([F:1])[F:39])[CH:5]=[N:6][C:7]=34)[CH:14]=2)=[O:21])[C:28]([F:29])([F:30])[CH2:27][CH2:26][CH2:25]1, predict the reactants needed to synthesize it. The reactants are: [F:1][CH:2]([F:39])[O:3][C:4]1[CH:5]=[N:6][C:7]2[N:8]([N:10]=[CH:11][C:12]=2[C:13]2[CH:14]=[C:15]([C:20]([NH:22][C@H:23]3[C:28]([F:30])([F:29])[CH2:27][CH2:26][CH2:25][C@H:24]3[NH:31]C(=O)OC(C)(C)C)=[O:21])[S:16][C:17]=2[CH2:18][CH3:19])[CH:9]=1.FC(F)(F)C(O)=O.[OH-].[Na+]. (4) The reactants are: [Cl:1][C:2]1[CH:7]=[CH:6][CH:5]=[C:4]([CH3:8])[C:3]=1[N:9]=[C:10]=[S:11].[NH2:12][C:13]1[C:14]([CH3:20])=[N:15][N:16]([CH3:19])[C:17]=1[CH3:18]. Given the product [Cl:1][C:2]1[CH:7]=[CH:6][CH:5]=[C:4]([CH3:8])[C:3]=1[NH:9][C:10]([NH:12][C:13]1[C:14]([CH3:20])=[N:15][N:16]([CH3:19])[C:17]=1[CH3:18])=[S:11], predict the reactants needed to synthesize it. (5) Given the product [CH3:1][O:2][C:3]1[CH:4]=[CH:5][C:6]([C:9]2[N:10]=[C:11]([C:34]([F:37])([F:35])[F:36])[O:12][C:13]=2[C:14]2[CH:33]=[CH:32][C:17]([O:18][CH2:19][CH2:20][NH2:21])=[CH:16][CH:15]=2)=[CH:7][CH:8]=1, predict the reactants needed to synthesize it. The reactants are: [CH3:1][O:2][C:3]1[CH:8]=[CH:7][C:6]([C:9]2[N:10]=[C:11]([C:34]([F:37])([F:36])[F:35])[O:12][C:13]=2[C:14]2[CH:33]=[CH:32][C:17]([O:18][CH2:19][CH2:20][N:21]3C(=O)C4C(=CC=CC=4)C3=O)=[CH:16][CH:15]=2)=[CH:5][CH:4]=1. (6) Given the product [C@H:54]1([NH:53][C:43]([C:42]2[CH:47]=[CH:48][CH:49]=[C:40]([C:9]3[C:10]4[C:15](=[CH:14][CH:13]=[C:12]([C:16]5[N:20]=[CH:19][N:18]([C:21]([C:28]6[CH:29]=[CH:30][CH:31]=[CH:32][CH:33]=6)([C:34]6[CH:39]=[CH:38][CH:37]=[CH:36][CH:35]=6)[C:22]6[CH:27]=[CH:26][CH:25]=[CH:24][CH:23]=6)[N:17]=5)[CH:11]=4)[N:7]([CH:2]4[CH2:3][CH2:4][CH2:5][CH2:6][O:1]4)[N:8]=3)[CH:41]=2)=[O:44])[C:62]2[C:57](=[CH:58][CH:59]=[CH:60][CH:61]=2)[CH2:56][CH2:55]1, predict the reactants needed to synthesize it. The reactants are: [O:1]1[CH2:6][CH2:5][CH2:4][CH2:3][CH:2]1[N:7]1[C:15]2[C:10](=[CH:11][C:12]([C:16]3[N:20]=[CH:19][N:18]([C:21]([C:34]4[CH:39]=[CH:38][CH:37]=[CH:36][CH:35]=4)([C:28]4[CH:33]=[CH:32][CH:31]=[CH:30][CH:29]=4)[C:22]4[CH:27]=[CH:26][CH:25]=[CH:24][CH:23]=4)[N:17]=3)=[CH:13][CH:14]=2)[C:9]([C:40]2[CH:41]=[C:42]([CH:47]=[CH:48][CH:49]=2)[C:43](OC)=[O:44])=[N:8]1.O.[OH-].[Li+].[NH2:53][C@H:54]1[C:62]2[C:57](=[CH:58][CH:59]=[CH:60][CH:61]=2)[CH2:56][CH2:55]1.O.ON1C2C=CC=CC=2N=N1.Cl.CN(C)CCCN=C=NCC. (7) Given the product [CH:25]1([CH2:24][N:6]2[C@H:5]([C:3]([N:31]3[CH2:35][CH2:34][CH2:33][CH2:32]3)=[O:2])[CH2:9][C@H:8]([NH:10][C:11]([C:13]3[CH:22]=[CH:21][C:20]4[C:15](=[CH:16][CH:17]=[CH:18][CH:19]=4)[C:14]=3[OH:23])=[O:12])[CH2:7]2)[CH2:26][CH2:27][CH2:28][CH2:29][CH2:30]1, predict the reactants needed to synthesize it. The reactants are: C[O:2][C:3]([C@@H:5]1[CH2:9][C@H:8]([NH:10][C:11]([C:13]2[CH:22]=[CH:21][C:20]3[C:15](=[CH:16][CH:17]=[CH:18][CH:19]=3)[C:14]=2[OH:23])=[O:12])[CH2:7][N:6]1[CH2:24][CH:25]1[CH2:30][CH2:29][CH2:28][CH2:27][CH2:26]1)=O.[NH:31]1[CH2:35][CH2:34][CH2:33][CH2:32]1.